From a dataset of CYP2D6 inhibition data for predicting drug metabolism from PubChem BioAssay. Regression/Classification. Given a drug SMILES string, predict its absorption, distribution, metabolism, or excretion properties. Task type varies by dataset: regression for continuous measurements (e.g., permeability, clearance, half-life) or binary classification for categorical outcomes (e.g., BBB penetration, CYP inhibition). Dataset: cyp2d6_veith. (1) The drug is CN1CCN(c2ncc3nc(-c4cc(F)cc(F)c4)c(=O)n(Cc4cccs4)c3n2)CC1. The result is 0 (non-inhibitor). (2) The drug is C[C@H](CCC(=O)O)[C@H]1CC[C@@H]2[C@H]3CC[C@H]4C[C@@H](O)CC[C@@]4(C)[C@H]3CC[C@]21C. The result is 0 (non-inhibitor). (3) The compound is CCOc1ccc2nc(N3CCCCCC3)sc2c1. The result is 1 (inhibitor). (4) The compound is CN1CCC[C@@H]1c1cccnc1.O=C(O)c1ccccc1O.O=C([OH2+])c1ccccc1O.O=C([OH2+])c1ccccc1O.O=C([OH2+])c1ccccc1O.[Mn]. The result is 0 (non-inhibitor). (5) The drug is COC(=O)[C@@H]1CC[C@H](C)[C@@H](c2ccc(C)cc2)N1C(=O)c1ccc(/C=N\OC[C@@H](O)COCc2ccco2)cc1. The result is 0 (non-inhibitor). (6) The molecule is Cc1ccc2c(C)nc(Nc3nc(CSc4nc5ccccc5[nH]4)cc(=O)[nH]3)nc2c1. The result is 1 (inhibitor). (7) The compound is COc1ccc2c(c1)[C@]13CCCC[C@@H]1[C@H](C2)N(C)CC3. The result is 1 (inhibitor).